From a dataset of Forward reaction prediction with 1.9M reactions from USPTO patents (1976-2016). Predict the product of the given reaction. (1) Given the reactants [N:1]1[CH:6]=[CH:5][CH:4]=[C:3]([NH:7][C:8](=[O:15])OCC(Cl)(Cl)Cl)[N:2]=1.Cl.Cl.[C:18]1([C:24]2[CH:29]=[CH:28][N:27]=[C:26]([N:30]3[CH2:35][CH2:34][NH:33][CH2:32][CH2:31]3)[N:25]=2)[CH:23]=[CH:22][CH:21]=[CH:20][CH:19]=1, predict the reaction product. The product is: [C:18]1([C:24]2[CH:29]=[CH:28][N:27]=[C:26]([N:30]3[CH2:35][CH2:34][N:33]([C:8]([NH:7][C:3]4[N:2]=[N:1][CH:6]=[CH:5][CH:4]=4)=[O:15])[CH2:32][CH2:31]3)[N:25]=2)[CH:19]=[CH:20][CH:21]=[CH:22][CH:23]=1. (2) Given the reactants [C:1]([O:5][C:6]([N:8]1[CH2:13][CH:12]([OH:14])[CH2:11][CH:10]([C:15]([OH:17])=[O:16])[CH2:9]1)=[O:7])([CH3:4])([CH3:3])[CH3:2].N1C=CN=C1.[C:23]([Si:27](Cl)([CH3:29])[CH3:28])([CH3:26])([CH3:25])[CH3:24].[OH-].[Li+].Cl, predict the reaction product. The product is: [C:1]([O:5][C:6]([N:8]1[CH2:13][CH:12]([O:14][Si:27]([C:23]([CH3:26])([CH3:25])[CH3:24])([CH3:29])[CH3:28])[CH2:11][CH:10]([C:15]([OH:17])=[O:16])[CH2:9]1)=[O:7])([CH3:4])([CH3:2])[CH3:3]. (3) Given the reactants [CH3:1][CH2:2][N:3]([CH2:6][CH2:7][NH:8][C:9]([C:11]1[C:12]([CH3:29])=[C:13](/[CH:17]=[C:18]2/[C:19]3[CH:20]=[C:21]([F:28])[CH:22]=[CH:23][C:24]=3[NH:25][C:26]/2=[O:27])[NH:14][C:15]=1[CH3:16])=[O:10])[CH2:4][CH3:5].[C:30]([OH:39])(=[O:38])[C@@H:31]([C@H:33]([C:35]([OH:37])=[O:36])[OH:34])[OH:32], predict the reaction product. The product is: [CH3:1][CH2:2][N:3]([CH2:6][CH2:7][NH:8][C:9]([C:11]1[C:12]([CH3:29])=[C:13](/[CH:17]=[C:18]2/[C:19]3[CH:20]=[C:21]([F:28])[CH:22]=[CH:23][C:24]=3[NH:25][C:26]/2=[O:27])[NH:14][C:15]=1[CH3:16])=[O:10])[CH2:4][CH3:5].[C:30]([O-:39])(=[O:38])[C@@H:31]([C@H:33]([C:35]([O-:37])=[O:36])[OH:34])[OH:32].